This data is from Full USPTO retrosynthesis dataset with 1.9M reactions from patents (1976-2016). The task is: Predict the reactants needed to synthesize the given product. (1) Given the product [O:1]=[C:2]1[N:6]([C:7]2[CH:8]=[CH:9][C:10]([C:11]([OH:13])=[O:12])=[CH:14][CH:15]=2)[N:5]=[C:4]2[C:16]3[CH:17]=[CH:18][CH:19]=[CH:20][C:21]=3[S:22][CH:23]=[C:3]12, predict the reactants needed to synthesize it. The reactants are: [O:1]=[C:2]1[N:6]([C:7]2[CH:15]=[CH:14][C:10]([C:11]([OH:13])=[O:12])=[CH:9][CH:8]=2)[N:5]=[C:4]2[C:16]3[CH:17]=[CH:18][CH:19]=[CH:20][C:21]=3[S:22][CH2:23][CH:3]12.C1(Cl)C(Cl)=C(Cl)C(=O)C(=O)C=1Cl.O. (2) Given the product [CH3:39][C:40]1[CH:41]=[CH:42][CH:38]=[C:36]([CH3:37])[C:44]=1/[CH:12]=[CH:11]/[N:8]1[CH:7]=[N:6][C:5]2[C:9]1=[N:10][C:2]([N:24]1[CH2:29][CH2:28][O:27][CH2:26][CH2:25]1)=[N:3][C:4]=2[NH:13][C:14]1[CH:19]=[CH:18][C:17]([P:20]([CH3:23])([CH3:22])=[O:21])=[CH:16][CH:15]=1, predict the reactants needed to synthesize it. The reactants are: Cl[C:2]1[N:10]=[C:9]2[C:5]([N:6]=[CH:7][N:8]2[CH:11]=[CH2:12])=[C:4]([NH:13][C:14]2[CH:19]=[CH:18][C:17]([P:20]([CH3:23])([CH3:22])=[O:21])=[CH:16][CH:15]=2)[N:3]=1.[NH:24]1[CH2:29][CH2:28][O:27][CH2:26][CH2:25]1.CCN([CH:36]([CH3:38])[CH3:37])C(C)C.[CH3:39][CH2:40][CH2:41][CH2:42]O.[CH3:44]S(C)=O. (3) Given the product [C:23]([O:27][C:28]([N:30]1[CH2:35][CH2:34][CH:33]([O:15][C:11]2[CH:12]=[CH:13][CH:14]=[C:9]([B:4]3[O:3][C:2]([CH3:16])([CH3:1])[C:6]([CH3:7])([CH3:8])[O:5]3)[CH:10]=2)[CH2:32][CH2:31]1)=[O:29])([CH3:26])([CH3:24])[CH3:25], predict the reactants needed to synthesize it. The reactants are: [CH3:1][C:2]1([CH3:16])[C:6]([CH3:8])([CH3:7])[O:5][B:4]([C:9]2[CH:10]=[C:11]([OH:15])[CH:12]=[CH:13][CH:14]=2)[O:3]1.C([O-])([O-])=O.[Cs+].[Cs+].[C:23]([O:27][C:28]([N:30]1[CH2:35][CH2:34][CH:33](OS(C)(=O)=O)[CH2:32][CH2:31]1)=[O:29])([CH3:26])([CH3:25])[CH3:24]. (4) Given the product [CH2:35]([O:34][C:27](=[O:33])[C:28](=[O:29])[CH2:19][C:10]1[CH:11]=[CH:12][CH:13]=[C:8]([N:5]2[CH2:4][CH2:3][CH2:2][CH2:7][CH2:6]2)[C:9]=1[N+:16]([O-:18])=[O:17])[CH3:36], predict the reactants needed to synthesize it. The reactants are: C[CH:2]1[CH2:7][CH2:6][N:5]([C:8]2[CH:13]=[CH:12][C:11](CO)=[CH:10][C:9]=2[N+:16]([O-:18])=[O:17])[CH2:4][CH2:3]1.[CH:19]([N-]C(C)C)(C)C.[Li+].[C:27]([O:34][CH2:35][CH3:36])(=[O:33])[C:28](OCC)=[O:29]. (5) Given the product [CH2:1]([O:8][C:9]([N:11]1[CH2:16][CH2:15][C:14]2[N:17]=[C:18]([C:35]3[CH:40]=[CH:39][CH:38]=[CH:37][CH:36]=3)[S:19][C:13]=2[CH:12]1[C:21]1[CH:26]=[C:25]([Cl:27])[CH:24]=[CH:23][C:22]=1[O:28][CH2:29][C:30]([OH:32])=[O:31])=[O:10])[C:2]1[CH:7]=[CH:6][CH:5]=[CH:4][CH:3]=1, predict the reactants needed to synthesize it. The reactants are: [CH2:1]([O:8][C:9]([N:11]1[CH2:16][CH2:15][C:14]2[N:17]=[C:18](Br)[S:19][C:13]=2[CH:12]1[C:21]1[CH:26]=[C:25]([Cl:27])[CH:24]=[CH:23][C:22]=1[O:28][CH2:29][C:30]([O:32]CC)=[O:31])=[O:10])[C:2]1[CH:7]=[CH:6][CH:5]=[CH:4][CH:3]=1.[C:35]1(B(O)O)[CH:40]=[CH:39][CH:38]=[CH:37][CH:36]=1.C(=O)([O-])[O-].[Na+].[Na+]. (6) Given the product [C:39]([C:30]1[N:29]=[C:28]2[C:33]([NH:34][C:35](=[O:36])[N:27]2[C:3]2[CH:4]=[C:5]([O:15][CH2:16][C:17]3[C:22]([O:23][CH3:24])=[CH:21][CH:20]=[C:19]([F:25])[C:18]=3[F:26])[C:6]([O:8][CH2:9][C:10]([O:12][CH2:13][CH3:14])=[O:11])=[CH:7][C:2]=2[Cl:1])=[C:32]([O:37][CH3:38])[N:31]=1)(=[O:41])[CH3:40], predict the reactants needed to synthesize it. The reactants are: [Cl:1][C:2]1[CH:7]=[C:6]([O:8][CH2:9][C:10]([O:12][CH2:13][CH3:14])=[O:11])[C:5]([O:15][CH2:16][C:17]2[C:22]([O:23][CH3:24])=[CH:21][CH:20]=[C:19]([F:25])[C:18]=2[F:26])=[CH:4][C:3]=1[N:27]1[C:35](=[O:36])[NH:34][C:33]2[C:28]1=[N:29][C:30]([CH:39]([OH:41])[CH3:40])=[N:31][C:32]=2[O:37][CH3:38].CC(OI1(OC(C)=O)(OC(C)=O)OC(=O)C2C1=CC=CC=2)=O. (7) Given the product [Br:1][C:2]1[CH:7]=[C:6]([NH:8][C:9](=[O:13])[C:10]([N:21]([O:30][CH3:31])[CH3:25])=[O:12])[CH:5]=[C:4]([O:14][CH3:15])[N:3]=1, predict the reactants needed to synthesize it. The reactants are: [Br:1][C:2]1[CH:7]=[C:6]([NH:8][C:9](=[O:13])[C:10]([OH:12])=O)[CH:5]=[C:4]([O:14][CH3:15])[N:3]=1.F[B-](F)(F)F.[N:21]1([O:30][C:31](N(C)C)=[N+](C)C)[C:25]2C=CC=CC=2N=N1.C(N(CC)C(C)C)(C)C.CNOC.C(O)(=O)CC(CC(O)=O)(C(O)=O)O.